The task is: Predict the reaction yield, written as a fraction of the theoretical maximum amount of product (1.0 means a 100% yield; for example, 0.34 means a 34% yield).. This data is from Reaction yield outcomes from USPTO patents with 853,638 reactions. (1) The reactants are [S:1]([N:11]1[C:15]2=[N:16][CH:17]=[C:18]([CH2:20][NH:21][C:22]([N:24]3[CH2:28][CH2:27][CH:26]([NH:29][C:30](=[O:36])[O:31][C:32]([CH3:35])([CH3:34])[CH3:33])[CH2:25]3)=S)[N:19]=[C:14]2[CH:13]=[CH:12]1)([C:4]1[CH:10]=[CH:9][C:7]([CH3:8])=[CH:6][CH:5]=1)(=[O:3])=[O:2].CCN(C(C)C)C(C)C.C([O-])(O)=O.[Na+].CCOC(C)=O. The catalyst is C1COCC1.FC(F)(F)C([O-])=O.[Hg+2].FC(F)(F)C([O-])=O. The product is [S:1]([N:11]1[C:15]2[N:16]=[CH:17][C:18]3[N:19]([C:22]([N:24]4[CH2:28][CH2:27][CH:26]([NH:29][C:30](=[O:36])[O:31][C:32]([CH3:35])([CH3:34])[CH3:33])[CH2:25]4)=[N:21][CH:20]=3)[C:14]=2[CH:13]=[CH:12]1)([C:4]1[CH:10]=[CH:9][C:7]([CH3:8])=[CH:6][CH:5]=1)(=[O:3])=[O:2]. The yield is 0.810. (2) The reactants are [Si]([O:8][CH2:9][CH2:10][N:11]([CH:43]([CH3:45])[CH3:44])[C:12]([C:14]1[C:19]([O:20][CH2:21][C:22]2[CH:27]=[CH:26][CH:25]=[CH:24][CH:23]=2)=[C:18]([OH:28])[N:17]=[C:16]([CH2:29][C:30]2([C:35]3[CH:40]=[C:39]([Cl:41])[CH:38]=[CH:37][C:36]=3[Cl:42])[CH2:34][CH2:33][CH2:32][CH2:31]2)[N:15]=1)=[O:13])(C(C)(C)C)(C)C.Cl.C(OCC)(=O)C.C([O-])(O)=O.[Na+]. The catalyst is O1CCCC1.CCCCCC. The product is [OH:8][CH2:9][CH2:10][N:11]([CH:43]([CH3:45])[CH3:44])[C:12]([C:14]1[C:19]([O:20][CH2:21][C:22]2[CH:23]=[CH:24][CH:25]=[CH:26][CH:27]=2)=[C:18]([OH:28])[N:17]=[C:16]([CH2:29][C:30]2([C:35]3[CH:40]=[C:39]([Cl:41])[CH:38]=[CH:37][C:36]=3[Cl:42])[CH2:31][CH2:32][CH2:33][CH2:34]2)[N:15]=1)=[O:13]. The yield is 0.963.